This data is from Forward reaction prediction with 1.9M reactions from USPTO patents (1976-2016). The task is: Predict the product of the given reaction. Given the reactants [N:1]1[CH:6]=[CH:5][CH:4]=[C:3]([NH:7][N:8]=[C:9]([C:12]#[N:13])[C:10]#[N:11])[CH:2]=1.NC1C=NC=CC=1.C(#N)CC#N.O.[NH2:27][NH2:28], predict the reaction product. The product is: [NH2:13][C:12]1[C:9](=[N:8][NH:7][C:3]2[CH:2]=[N:1][CH:6]=[CH:5][CH:4]=2)[C:10]([NH2:11])=[N:28][N:27]=1.